From a dataset of Forward reaction prediction with 1.9M reactions from USPTO patents (1976-2016). Predict the product of the given reaction. (1) Given the reactants Cl[C:2]1[CH:3]=[C:4]([C:9]2[C:18]3[CH2:17][CH2:16][CH2:15][CH2:14][C:13]=3[N:12]=[C:11]([O:19][CH2:20][C:21]3[CH:26]=[CH:25][CH:24]=[CH:23][N:22]=3)[CH:10]=2)[C:5]([F:8])=[N:6][CH:7]=1.C(Cl)(Cl)Cl.COC1C=CC=C(OC)C=1C1C=CC=CC=1P(C1CCCCC1)C1CCCCC1.[CH3:60][N:61](C=O)C, predict the reaction product. The product is: [F:8][C:5]1[N:6]=[CH:7][C:2]([C:60]#[N:61])=[CH:3][C:4]=1[C:9]1[C:18]2[CH2:17][CH2:16][CH2:15][CH2:14][C:13]=2[N:12]=[C:11]([O:19][CH2:20][C:21]2[CH:26]=[CH:25][CH:24]=[CH:23][N:22]=2)[CH:10]=1. (2) Given the reactants [CH3:1][O:2][C:3](=[O:24])[C:4]1[CH:9]=[C:8]([N:10]2[CH2:15][CH2:14][O:13][CH2:12][CH2:11]2)[CH:7]=[CH:6][C:5]=1[O:16][Si](C(C)(C)C)(C)C.[F-].C([N+](CCCC)(CCCC)CCCC)CCC, predict the reaction product. The product is: [CH3:1][O:2][C:3](=[O:24])[C:4]1[CH:9]=[C:8]([N:10]2[CH2:11][CH2:12][O:13][CH2:14][CH2:15]2)[CH:7]=[CH:6][C:5]=1[OH:16].